This data is from Catalyst prediction with 721,799 reactions and 888 catalyst types from USPTO. The task is: Predict which catalyst facilitates the given reaction. (1) Reactant: [N+:1]([C:4]1[CH:8]=[CH:7][NH:6][N:5]=1)([O-:3])=[O:2].Cl[C:10]1[C:15]([Cl:16])=[CH:14][CH:13]=[CH:12][N:11]=1.C(=O)([O-])[O-].[K+].[K+].O. Product: [Cl:16][C:15]1[C:10]([N:6]2[CH:7]=[CH:8][C:4]([N+:1]([O-:3])=[O:2])=[N:5]2)=[N:11][CH:12]=[CH:13][CH:14]=1. The catalyst class is: 9. (2) Reactant: [CH3:1][C:2]1[C:7]([O:8][C:9]2[C:10]([NH:22][C:23]3[S:27][N:26]=[C:25]([C@H:28]4[CH2:32][O:31]C5(CCCCC5)[O:29]4)[N:24]=3)=[N:11][CH:12]=[C:13]([S:15][C:16]3[CH:21]=[CH:20][CH:19]=[CH:18][N:17]=3)[CH:14]=2)=[CH:6][CH:5]=[CH:4][N:3]=1.[ClH:38]. Product: [ClH:38].[CH3:1][C:2]1[C:7]([O:8][C:9]2[C:10]([NH:22][C:23]3[S:27][N:26]=[C:25]([C@H:28]([OH:29])[CH2:32][OH:31])[N:24]=3)=[N:11][CH:12]=[C:13]([S:15][C:16]3[CH:21]=[CH:20][CH:19]=[CH:18][N:17]=3)[CH:14]=2)=[CH:6][CH:5]=[CH:4][N:3]=1. The catalyst class is: 8. (3) Reactant: Br[CH2:2][CH2:3][CH2:4][CH2:5][CH2:6][CH2:7][CH2:8]/[CH:9]=[CH:10]\[CH2:11]/[CH:12]=[CH:13]\[CH2:14]/[CH:15]=[CH:16]\[CH2:17][CH3:18].[H-].[H-].[H-].[H-].[Li+].[Al+3].C1COCC1.[OH-].[Na+]. Product: [CH3:18][CH2:17]/[CH:16]=[CH:15]\[CH2:14]/[CH:13]=[CH:12]\[CH2:11]/[CH:10]=[CH:9]\[CH2:8][CH2:7][CH2:6][CH2:5][CH2:4][CH2:3][CH3:2]. The catalyst class is: 6. (4) Product: [Br:15][CH:11]([C:7]1[CH:6]=[C:5]2[C:10](=[CH:9][CH:8]=1)[N:1]=[CH:2][CH:3]=[CH:4]2)[CH3:12]. The catalyst class is: 2. Reactant: [N:1]1[C:10]2[C:5](=[CH:6][C:7]([CH:11](O)[CH3:12])=[CH:8][CH:9]=2)[CH:4]=[CH:3][CH:2]=1.P(Br)(Br)[Br:15].C([O-])(O)=O.[Na+].